This data is from Reaction yield outcomes from USPTO patents with 853,638 reactions. The task is: Predict the reaction yield, written as a fraction of the theoretical maximum amount of product (1.0 means a 100% yield; for example, 0.34 means a 34% yield). (1) The reactants are [CH2:1]([O:3][C:4](=[O:36])[O:5][C:6]1[C:17]2[C:16](=[O:18])[N:15]([CH2:19][C:20]3[CH:25]=[CH:24][C:23]([F:26])=[CH:22][CH:21]=3)[C:14](=[O:27])[C:13]=2[C:12]([OH:28])=[C:11]2[C:7]=1[N:8]([CH2:29][C:30]1[CH:35]=[CH:34][CH:33]=[CH:32][CH:31]=1)[CH:9]=[N:10]2)[CH3:2].[C:37]1([C:43]([C:46]2[CH:51]=[CH:50][CH:49]=[CH:48][CH:47]=2)=[N+]=[N-])[CH:42]=[CH:41][CH:40]=[CH:39][CH:38]=1. The catalyst is ClCCCl. The product is [CH2:1]([O:3][C:4](=[O:36])[O:5][C:6]1[C:17]2[C:16](=[O:18])[N:15]([CH2:19][C:20]3[CH:21]=[CH:22][C:23]([F:26])=[CH:24][CH:25]=3)[C:14](=[O:27])[C:13]=2[C:12]([O:28][CH:43]([C:37]2[CH:42]=[CH:41][CH:40]=[CH:39][CH:38]=2)[C:46]2[CH:51]=[CH:50][CH:49]=[CH:48][CH:47]=2)=[C:11]2[C:7]=1[N:8]([CH2:29][C:30]1[CH:31]=[CH:32][CH:33]=[CH:34][CH:35]=1)[CH:9]=[N:10]2)[CH3:2]. The yield is 0.780. (2) The reactants are [Cl:1][C:2]1[CH:10]=[C:9]2[C:5]([C:6]([C:20](=[O:25])C(F)(F)F)=[CH:7][N:8]2[CH2:11][C:12]2[CH:17]=[C:16]([F:18])[CH:15]=[C:14]([F:19])[CH:13]=2)=[CH:4][CH:3]=1.[H-].[Na+].[OH2:28]. The catalyst is CN(C=O)C.COC(C)(C)C. The product is [Cl:1][C:2]1[CH:10]=[C:9]2[C:5]([C:6]([C:20]([OH:25])=[O:28])=[CH:7][N:8]2[CH2:11][C:12]2[CH:17]=[C:16]([F:18])[CH:15]=[C:14]([F:19])[CH:13]=2)=[CH:4][CH:3]=1. The yield is 0.950. (3) The reactants are F[C:2]1[CH:9]=[CH:8][C:5]([C:6]#[N:7])=[CH:4][C:3]=1[C:10]([F:13])([F:12])[F:11].Cl.[F:15][CH:16]1[CH2:21][CH2:20][NH:19][CH2:18][CH2:17]1.C(=O)([O-])[O-].[K+].[K+]. The catalyst is CN(C=O)C. The product is [F:15][CH:16]1[CH2:21][CH2:20][N:19]([C:2]2[CH:9]=[CH:8][C:5]([C:6]#[N:7])=[CH:4][C:3]=2[C:10]([F:13])([F:12])[F:11])[CH2:18][CH2:17]1. The yield is 0.620. (4) The reactants are [CH3:1][CH:2]([NH2:4])[CH3:3].[C:5]1([C:25]2[CH:30]=[CH:29][CH:28]=[CH:27][CH:26]=2)[CH:10]=[CH:9][CH:8]=[CH:7][C:6]=1[CH2:11][C:12]1[N:13]([CH3:24])[C:14](=[O:23])[C:15]([OH:22])=[C:16]([C:18](OC)=[O:19])[N:17]=1. The catalyst is C1COCC1. The product is [CH:2]([NH:4][C:18]([C:16]1[N:17]=[C:12]([CH2:11][C:6]2[CH:7]=[CH:8][CH:9]=[CH:10][C:5]=2[C:25]2[CH:30]=[CH:29][CH:28]=[CH:27][CH:26]=2)[N:13]([CH3:24])[C:14](=[O:23])[C:15]=1[OH:22])=[O:19])([CH3:3])[CH3:1]. The yield is 0.140. (5) The reactants are [Si:1]([O:8][CH2:9][C@H:10]1[O:14][C@@H:13]([N:15]2[CH:22]=[C:21]([C:23]#[C:24][CH2:25][NH:26][C:27](=[O:32])[C:28]([F:31])([F:30])[F:29])[C:19]([NH2:20])=[N:18][C:16]2=[O:17])[CH2:12][C@@H:11]1[OH:33])([C:4]([CH3:7])([CH3:6])[CH3:5])([CH3:3])[CH3:2].Cl[Si](C)(C)C.[C:39](Cl)(=[O:46])[C:40]1[CH:45]=[CH:44][CH:43]=[CH:42][CH:41]=1.C([O-])(O)=O.[Na+]. The catalyst is N1C=CC=CC=1.C(Cl)Cl. The product is [C:39]([NH:20][C:19]1[C:21]([C:23]#[C:24][CH2:25][NH:26][C:27](=[O:32])[C:28]([F:30])([F:31])[F:29])=[CH:22][N:15]([C@@H:13]2[O:14][C@H:10]([CH2:9][O:8][Si:1]([C:4]([CH3:7])([CH3:5])[CH3:6])([CH3:3])[CH3:2])[C@@H:11]([OH:33])[CH2:12]2)[C:16](=[O:17])[N:18]=1)(=[O:46])[C:40]1[CH:45]=[CH:44][CH:43]=[CH:42][CH:41]=1. The yield is 0.740. (6) The reactants are [F:1][C:2]1[CH:10]=[C:9]2[C:5]([C:6]([CH:11]=[O:12])=[CH:7][NH:8]2)=[CH:4][C:3]=1[C:13]1[CH:18]=[CH:17][C:16]([C:19]2[CH:24]=[CH:23][CH:22]=[CH:21][C:20]=2[OH:25])=[CH:15][CH:14]=1.C(#N)C.CC(=CC)C.Cl([O-])=[O:35].[Na+]. The catalyst is O.C(OCC)(=O)C.C(O)(C)(C)C. The product is [F:1][C:2]1[CH:10]=[C:9]2[C:5]([C:6]([C:11]([OH:35])=[O:12])=[CH:7][NH:8]2)=[CH:4][C:3]=1[C:13]1[CH:14]=[CH:15][C:16]([C:19]2[CH:24]=[CH:23][CH:22]=[CH:21][C:20]=2[OH:25])=[CH:17][CH:18]=1. The yield is 0.400. (7) The reactants are [CH3:1][N:2]([CH3:10])[C:3]1[CH:8]=[CH:7][CH:6]=[CH:5][C:4]=1[CH3:9].C([Li])CCC.C(O[K:21])(C)(C)C. The catalyst is C(OCC)C. The product is [CH3:1][N:2]([CH3:10])[C:3]1[CH:8]=[CH:7][CH:6]=[CH:5][C:4]=1[CH2:9][K:21]. The yield is 0.800. (8) The reactants are C([O:3][C:4](=[O:23])[C:5]([CH:7]1[CH2:12][CH2:11][N:10](C(OCC2C=CC=CC=2)=O)[CH2:9][CH2:8]1)=[CH2:6])C.Cl. The catalyst is O1CCOCC1. The product is [NH:10]1[CH2:11][CH2:12][CH:7]([C:5](=[CH2:6])[C:4]([OH:23])=[O:3])[CH2:8][CH2:9]1. The yield is 1.00.